This data is from Reaction yield outcomes from USPTO patents with 853,638 reactions. The task is: Predict the reaction yield, written as a fraction of the theoretical maximum amount of product (1.0 means a 100% yield; for example, 0.34 means a 34% yield). (1) The reactants are [CH2:1]([O:3][C:4]1[CH:5]=[C:6]([C:20]2[CH:25]=[CH:24][C:23]([CH2:26][C:27]([NH:29][C:30]3[CH:34]=[C:33]([C:35]([CH3:41])([CH3:40])[C:36]([F:39])([F:38])[F:37])[O:32][N:31]=3)=[O:28])=[C:22]([F:42])[CH:21]=2)[CH:7]=[N:8][C:9]=1[O:10]CC1C=CC(OC)=CC=1)[CH3:2]. The catalyst is Cl. The product is [CH2:1]([O:3][C:4]1[C:9](=[O:10])[NH:8][CH:7]=[C:6]([C:20]2[CH:25]=[CH:24][C:23]([CH2:26][C:27]([NH:29][C:30]3[CH:34]=[C:33]([C:35]([CH3:41])([CH3:40])[C:36]([F:39])([F:37])[F:38])[O:32][N:31]=3)=[O:28])=[C:22]([F:42])[CH:21]=2)[CH:5]=1)[CH3:2]. The yield is 0.497. (2) The reactants are [CH2:1]([O:3][C:4](=[O:31])[CH2:5][N:6]1[C:14]2[CH2:13][CH2:12][CH2:11][C@@H:10]([N:15]([S:17]([C:20]3[CH:25]=[C:24]([C:26]([F:29])([F:28])[F:27])[CH:23]=[C:22](Br)[CH:21]=3)(=[O:19])=[O:18])[CH3:16])[C:9]=2[CH:8]=[N:7]1)[CH3:2].[Br-].[CH:33]1([Zn+])[CH2:37][CH2:36][CH2:35][CH2:34]1.O1CCCC1.C(P(C(C)(C)C)C(C)(C)C)(C)(C)C. The catalyst is C1C=CC(/C=C/C(/C=C/C2C=CC=CC=2)=O)=CC=1.C1C=CC(/C=C/C(/C=C/C2C=CC=CC=2)=O)=CC=1.[Pd]. The product is [CH2:1]([O:3][C:4](=[O:31])[CH2:5][N:6]1[C:14]2[CH2:13][CH2:12][CH2:11][C@@H:10]([N:15]([S:17]([C:20]3[CH:25]=[C:24]([C:26]([F:29])([F:28])[F:27])[CH:23]=[C:22]([CH:33]4[CH2:37][CH2:36][CH2:35][CH2:34]4)[CH:21]=3)(=[O:19])=[O:18])[CH3:16])[C:9]=2[CH:8]=[N:7]1)[CH3:2]. The yield is 0.770. (3) The reactants are [CH:1]1([NH:6][C:7]2[C:12]([CH:13]=O)=[C:11]([CH3:15])[N:10]=[C:9]([S:16][CH3:17])[N:8]=2)[CH2:5][CH2:4][CH2:3][CH2:2]1.N1CCCCC1.CC(O)=O.[CH2:28]([O:30][C:31](=[O:38])[CH2:32][C:33](OCC)=[O:34])[CH3:29]. No catalyst specified. The product is [CH2:28]([O:30][C:31]([C:32]1[C:33](=[O:34])[N:6]([CH:1]2[CH2:5][CH2:4][CH2:3][CH2:2]2)[C:7]2[N:8]=[C:9]([S:16][CH3:17])[N:10]=[C:11]([CH3:15])[C:12]=2[CH:13]=1)=[O:38])[CH3:29]. The yield is 0.394. (4) The reactants are P(Cl)(Cl)(Cl)=O.[CH3:6][C:7]1[O:8][CH:9]=[CH:10][C:11]=1[CH3:12].[OH-].[Na+].CN([CH:18]=[O:19])C. The catalyst is O. The product is [CH3:12][C:11]1[CH:10]=[C:9]([CH:18]=[O:19])[O:8][C:7]=1[CH3:6]. The yield is 0.760. (5) The reactants are [C:1]([Si:5]([O:8][CH2:9][CH2:10][C:11]#[CH:12])([CH3:7])[CH3:6])([CH3:4])([CH3:3])[CH3:2].[CH3:13][C:14]1([CH3:21])[C:18]([CH3:20])([CH3:19])[O:17][BH:16][O:15]1.[CH2:22](N(CC)CC)[CH3:23]. The catalyst is [H-].[Cl-].C1([Zr+2]C2C=CC=C2)C=CC=C1. The product is [C:1]([Si:5]([CH3:6])([CH3:7])[O:8][CH2:9][CH2:10][CH2:11][CH2:12][CH:22]=[CH:23][B:16]1[O:17][C:18]([CH3:20])([CH3:19])[C:14]([CH3:21])([CH3:13])[O:15]1)([CH3:3])([CH3:4])[CH3:2]. The yield is 0.930. (6) The reactants are [CH3:1][C:2]1[CH:7]=[C:6]([C:8]([F:11])([F:10])[F:9])[C:5]([N+:12]([O-:14])=[O:13])=[CH:4][C:3]=1[N+:15]([O-:17])=[O:16].C[C:19]([N:21]([CH3:23])[CH3:22])=O. The catalyst is CN(C=O)C. The product is [N+:15]([C:3]1[CH:4]=[C:5]([N+:12]([O-:14])=[O:13])[C:6]([C:8]([F:10])([F:11])[F:9])=[CH:7][C:2]=1/[CH:1]=[CH:19]/[N:21]([CH3:23])[CH3:22])([O-:17])=[O:16]. The yield is 0.860. (7) The reactants are [CH2:1]([O:3][C:4]([C:6]1[C:7](=[O:28])[NH:8][C:9]2[C:13]([C:14]=1[N:15]1[CH2:20][CH2:19][N:18]([C:21]([C:23]3[S:24][CH:25]=[CH:26][CH:27]=3)=[O:22])[CH2:17][CH2:16]1)=[CH:12][S:11][CH:10]=2)=[O:5])[CH3:2].[F:29][C:30]1[CH:37]=[CH:36][C:33]([CH2:34]Br)=[CH:32][CH:31]=1. No catalyst specified. The product is [CH2:1]([O:3][C:4]([C:6]1[C:7](=[O:28])[N:8]([CH2:34][C:33]2[CH:36]=[CH:37][C:30]([F:29])=[CH:31][CH:32]=2)[C:9]2[C:13]([C:14]=1[N:15]1[CH2:16][CH2:17][N:18]([C:21]([C:23]3[S:24][CH:25]=[CH:26][CH:27]=3)=[O:22])[CH2:19][CH2:20]1)=[CH:12][S:11][CH:10]=2)=[O:5])[CH3:2]. The yield is 0.540.